Dataset: Forward reaction prediction with 1.9M reactions from USPTO patents (1976-2016). Task: Predict the product of the given reaction. (1) Given the reactants Cl[C:2]1[C:3]2[C:4](=[CH:13][N:14](CC3C=CC(OC)=CC=3)[N:15]=2)[N:5]=[C:6]([C:8]2[S:9][CH:10]=[CH:11][CH:12]=2)[N:7]=1.[NH2:25][C:26]1[CH:27]=[C:28]([S:32]([CH2:35][CH2:36][OH:37])(=[O:34])=[O:33])[CH:29]=[CH:30][CH:31]=1.Cl, predict the reaction product. The product is: [S:9]1[CH:10]=[CH:11][CH:12]=[C:8]1[C:6]1[N:7]=[C:2]([NH:25][C:26]2[CH:27]=[C:28]([S:32]([CH2:35][CH2:36][OH:37])(=[O:34])=[O:33])[CH:29]=[CH:30][CH:31]=2)[C:3]2[NH:15][N:14]=[CH:13][C:4]=2[N:5]=1. (2) Given the reactants [O:1]=[S:2]1(=[O:30])[CH2:7][CH2:6][CH:5]([O:8][C:9]2[CH:14]=[CH:13][C:12]([C:15]3[C:16]4[CH:24]=[C:23]([C:25](OC)=[O:26])[CH:22]=[CH:21][C:17]=4[S:18][C:19]=3[CH3:20])=[C:11]([CH3:29])[CH:10]=2)[CH2:4][CH2:3]1.CC(C[AlH]CC(C)C)C.C(C(C(C([O-])=O)O)O)([O-])=O.[K+].[Na+], predict the reaction product. The product is: [OH:26][CH2:25][C:23]1[CH:22]=[CH:21][C:17]2[S:18][C:19]([CH3:20])=[C:15]([C:12]3[CH:13]=[CH:14][C:9]([O:8][CH:5]4[CH2:6][CH2:7][S:2](=[O:30])(=[O:1])[CH2:3][CH2:4]4)=[CH:10][C:11]=3[CH3:29])[C:16]=2[CH:24]=1. (3) Given the reactants [CH2:1]([NH:3][C:4](=[O:33])[C:5]1[CH:10]=[CH:9][C:8]([C:11]2[N:12]([CH2:22][C:23](=[O:32])[NH:24][C:25](=[NH:31])[N:26]3[CH:30]=[CH:29][CH:28]=N3)[C:13]([C:16]3[CH:21]=[CH:20][CH:19]=[CH:18][CH:17]=3)=[CH:14][CH:15]=2)=[CH:7][CH:6]=1)[CH3:2].NCCC[OH:38].C(N(C(C)C)CC)(C)C, predict the reaction product. The product is: [CH2:1]([NH:3][C:4](=[O:33])[C:5]1[CH:10]=[CH:9][C:8]([C:11]2[N:12]([CH2:22][C:23]([NH:24][C:25]([NH2:31])=[N:26][CH2:30][CH2:29][CH2:28][OH:38])=[O:32])[C:13]([C:16]3[CH:17]=[CH:18][CH:19]=[CH:20][CH:21]=3)=[CH:14][CH:15]=2)=[CH:7][CH:6]=1)[CH3:2].